From a dataset of Reaction yield outcomes from USPTO patents with 853,638 reactions. Predict the reaction yield, written as a fraction of the theoretical maximum amount of product (1.0 means a 100% yield; for example, 0.34 means a 34% yield). (1) The product is [CH2:1]([O:4][C:5]1([CH3:34])[CH2:10][CH2:9][N:8]([C:11]2[N:16]3[N:17]=[C:18]([CH2:20][O:21][C:39]4[CH:40]=[CH:41][CH:42]=[CH:43][C:38]=4[CH2:35][CH:36]=[CH2:37])[CH:19]=[C:15]3[N:14]=[C:13]([CH3:22])[C:12]=2[C@H:23]([O:29][C:30]([CH3:33])([CH3:32])[CH3:31])[C:24]([O:26][CH2:27][CH3:28])=[O:25])[CH2:7][CH2:6]1)[CH:2]=[CH2:3]. The yield is 0.198. The catalyst is C1COCC1.CCOCC. The reactants are [CH2:1]([O:4][C:5]1([CH3:34])[CH2:10][CH2:9][N:8]([C:11]2[N:16]3[N:17]=[C:18]([CH2:20][OH:21])[CH:19]=[C:15]3[N:14]=[C:13]([CH3:22])[C:12]=2[C@H:23]([O:29][C:30]([CH3:33])([CH3:32])[CH3:31])[C:24]([O:26][CH2:27][CH3:28])=[O:25])[CH2:7][CH2:6]1)[CH:2]=[CH2:3].[CH2:35]([C:38]1[CH:43]=[CH:42][CH:41]=[CH:40][C:39]=1O)[CH:36]=[CH2:37].C1C=CC(P(C2C=CC=CC=2)C2C=CC=CC=2)=CC=1.CCOC(/N=N/C(OCC)=O)=O. (2) The reactants are [NH:1]1[C:9]2[C:4](=[CH:5][C:6]([C:10]3([C:13]([O:15]C)=[O:14])[CH2:12][CH2:11]3)=[CH:7][CH:8]=2)[CH:3]=[CH:2]1.[Li+].[OH-].Cl. The catalyst is CO.O. The product is [NH:1]1[C:9]2[C:4](=[CH:5][C:6]([C:10]3([C:13]([OH:15])=[O:14])[CH2:12][CH2:11]3)=[CH:7][CH:8]=2)[CH:3]=[CH:2]1. The yield is 0.870. (3) The reactants are C(O[CH:4]([O:13]CC)[C:5]1[CH:6]=[C:7]([CH:10]=[CH:11][CH:12]=1)[CH:8]=O)C.C1OCCOCCOCCOCCOCCOC1.[I-].[F:35][C:36]([F:68])([F:67])[C:37]1[CH:38]=[C:39]([CH:60]=[C:61]([C:63]([F:66])([F:65])[F:64])[CH:62]=1)[CH2:40][P+](C1C=CC=CC=1)(C1C=CC=CC=1)C1C=CC=CC=1.CC(C)([O-])C.[K+].Cl. The catalyst is C(Cl)Cl.O. The product is [F:35][C:36]([F:67])([F:68])[C:37]1[CH:38]=[C:39](/[CH:40]=[CH:8]\[C:7]2[CH:6]=[C:5]([CH:12]=[CH:11][CH:10]=2)[CH:4]=[O:13])[CH:60]=[C:61]([C:63]([F:64])([F:65])[F:66])[CH:62]=1. The yield is 0.540. (4) The reactants are [C:1]([C:4]1[CH:9]=[N:8][N:7]2[CH:10]=[C:11]([C:13]3[CH:14]=[C:15]([CH:19]=[CH:20][CH:21]=3)[C:16]([OH:18])=O)[CH:12]=[C:6]2[C:5]=1[NH:22][C@@H:23]([CH:25]1[CH2:27][CH2:26]1)[CH3:24])(=[O:3])[NH2:2].[CH3:28][NH:29][CH3:30].C(N(CC)CC)C.F[P-](F)(F)(F)(F)F.N1(O[P+](N(C)C)(N(C)C)N(C)C)C2C=CC=CC=2N=N1. The catalyst is CN(C=O)C. The product is [CH:25]1([C@H:23]([NH:22][C:5]2[C:6]3[N:7]([CH:10]=[C:11]([C:13]4[CH:21]=[CH:20][CH:19]=[C:15]([C:16](=[O:18])[N:29]([CH3:30])[CH3:28])[CH:14]=4)[CH:12]=3)[N:8]=[CH:9][C:4]=2[C:1]([NH2:2])=[O:3])[CH3:24])[CH2:26][CH2:27]1. The yield is 0.350. (5) The reactants are [K].[C:2]1(=[O:12])[NH:6][C:5](=[O:7])[C:4]2=[CH:8][CH:9]=[CH:10][CH:11]=[C:3]12.[CH2:13](Cl)[CH:14]=[CH2:15]. The catalyst is [Br-].C([N+](CCCC)(CCCC)CCCC)CCC.CN(C=O)C. The product is [CH2:15]([N:6]1[C:2](=[O:12])[C:3]2=[CH:11][CH:10]=[CH:9][CH:8]=[C:4]2[C:5]1=[O:7])[CH:14]=[CH2:13]. The yield is 0.420.